This data is from Forward reaction prediction with 1.9M reactions from USPTO patents (1976-2016). The task is: Predict the product of the given reaction. (1) The product is: [CH:19]1([N:11]([CH2:10][C:8]2[CH:9]=[C:4]([CH2:3][CH2:2][NH:1][C:34]([O:36][CH3:37])=[O:35])[CH:5]=[C:6]([Cl:23])[C:7]=2[Cl:22])[C:12](=[O:18])[O:13][C:14]([CH3:17])([CH3:16])[CH3:15])[CH2:20][CH2:21]1. Given the reactants [NH2:1][CH2:2][CH2:3][C:4]1[CH:5]=[C:6]([Cl:23])[C:7]([Cl:22])=[C:8]([CH2:10][N:11]([CH:19]2[CH2:21][CH2:20]2)[C:12](=[O:18])[O:13][C:14]([CH3:17])([CH3:16])[CH3:15])[CH:9]=1.CCN(C(C)C)C(C)C.Cl[C:34]([O:36][CH3:37])=[O:35], predict the reaction product. (2) Given the reactants [N+:1]([C:4]1[CH:5]=[C:6]([CH:10]=[CH:11][CH:12]=1)[C:7](Cl)=[O:8])([O-:3])=[O:2].[CH3:13][N:14]([CH3:18])[CH2:15][CH2:16][NH2:17], predict the reaction product. The product is: [CH3:13][N:14]([CH3:18])[CH2:15][CH2:16][NH:17][C:7](=[O:8])[C:6]1[CH:10]=[CH:11][CH:12]=[C:4]([N+:1]([O-:3])=[O:2])[CH:5]=1. (3) Given the reactants [C:1]1([CH:7]=[CH:8][C:9]([C:11]2[CH:16]=[CH:15][CH:14]=[CH:13][CH:12]=2)=[O:10])[CH:6]=[CH:5][CH:4]=[CH:3][CH:2]=1.C(NCC)C.[N+:22]([CH3:25])([O-:24])=[O:23].Cl.CC[OH:29], predict the reaction product. The product is: [OH:29][C:14]1[CH:15]=[CH:16][C:11]([C:9](=[O:10])[CH2:8][CH:7]([C:1]2[CH:2]=[CH:3][CH:4]=[CH:5][CH:6]=2)[CH2:25][N+:22]([O-:24])=[O:23])=[CH:12][CH:13]=1.